This data is from Forward reaction prediction with 1.9M reactions from USPTO patents (1976-2016). The task is: Predict the product of the given reaction. (1) Given the reactants [Br:1][C:2]1[CH:3]=[C:4]([CH:9]=[CH:10][C:11]=1[Cl:12])[C:5](OC)=[O:6].[NH2:13][NH2:14], predict the reaction product. The product is: [Br:1][C:2]1[CH:3]=[C:4]([CH:9]=[CH:10][C:11]=1[Cl:12])[C:5]([NH:13][NH2:14])=[O:6]. (2) Given the reactants [Cl:1][C:2]1[C:3]([NH:12][S:13]([C:16]2[CH:25]=[CH:24][C:19]([C:20]([O:22][CH3:23])=[O:21])=[CH:18][CH:17]=2)(=[O:15])=[O:14])=[N:4][CH:5]=[C:6]([C:8]([F:11])([F:10])[F:9])[CH:7]=1.Br[CH2:27][C:28]1[CH:33]=[CH:32][C:31]([F:34])=[CH:30][C:29]=1[Cl:35], predict the reaction product. The product is: [Cl:35][C:29]1[CH:30]=[C:31]([F:34])[CH:32]=[CH:33][C:28]=1[CH2:27][N:12]([C:3]1[C:2]([Cl:1])=[CH:7][C:6]([C:8]([F:11])([F:9])[F:10])=[CH:5][N:4]=1)[S:13]([C:16]1[CH:25]=[CH:24][C:19]([C:20]([O:22][CH3:23])=[O:21])=[CH:18][CH:17]=1)(=[O:15])=[O:14]. (3) Given the reactants [ClH:1].[N:2]1([CH2:8][C:9]2[O:13][C:12]([C:14](O)=[O:15])=[CH:11][CH:10]=2)[CH2:7][CH2:6][O:5][CH2:4][CH2:3]1.C(Cl)[Cl:18], predict the reaction product. The product is: [ClH:18].[N:2]1([CH2:8][C:9]2[O:13][C:12]([C:14]([Cl:1])=[O:15])=[CH:11][CH:10]=2)[CH2:7][CH2:6][O:5][CH2:4][CH2:3]1. (4) Given the reactants [Cl:1][C:2]1[CH:10]=[C:9]2[C:5]([C:6]([C:12]3[N:17]=[C:16]4[C:18]([C:21](O)=[O:22])=[CH:19][NH:20][C:15]4=[N:14][CH:13]=3)=[N:7][N:8]2[CH3:11])=[CH:4][CH:3]=1.[NH2:24][C:25]1[CH:26]=[C:27]([CH:30]=[CH:31][CH:32]=1)[C:28]#[N:29].CCN=C=NCCCN(C)C.O, predict the reaction product. The product is: [Cl:1][C:2]1[CH:10]=[C:9]2[C:5]([C:6]([C:12]3[N:17]=[C:16]4[C:18]([C:21]([NH:24][C:25]5[CH:32]=[CH:31][CH:30]=[C:27]([C:28]#[N:29])[CH:26]=5)=[O:22])=[CH:19][NH:20][C:15]4=[N:14][CH:13]=3)=[N:7][N:8]2[CH3:11])=[CH:4][CH:3]=1. (5) Given the reactants [C:1]([C:3]1[N:4]=[CH:5][N:6]2[C:15]=1[C@@H:14]([CH2:16][CH3:17])[N:13]([CH:18]([CH3:20])[CH3:19])[C:12]1[N:11]=[C:10]([NH:21][C:22]3[C:30]([O:31][CH3:32])=[CH:29][C:25]([C:26](O)=[O:27])=[C:24]([F:33])[CH:23]=3)[N:9]=[CH:8][C:7]2=1)#[N:2].Cl.[CH:35]1([CH2:38][N:39]2[CH2:44][CH2:43][CH:42]([N:45]3[CH2:48][CH:47]([NH2:49])[CH2:46]3)[CH2:41][CH2:40]2)[CH2:37][CH2:36]1, predict the reaction product. The product is: [C:1]([C:3]1[N:4]=[CH:5][N:6]2[C:15]=1[C@@H:14]([CH2:16][CH3:17])[N:13]([CH:18]([CH3:20])[CH3:19])[C:12]1[N:11]=[C:10]([NH:21][C:22]3[C:30]([O:31][CH3:32])=[CH:29][C:25]([C:26]([NH:49][CH:47]4[CH2:46][N:45]([CH:42]5[CH2:41][CH2:40][N:39]([CH2:38][CH:35]6[CH2:36][CH2:37]6)[CH2:44][CH2:43]5)[CH2:48]4)=[O:27])=[C:24]([F:33])[CH:23]=3)[N:9]=[CH:8][C:7]2=1)#[N:2].